This data is from Peptide-MHC class I binding affinity with 185,985 pairs from IEDB/IMGT. The task is: Regression. Given a peptide amino acid sequence and an MHC pseudo amino acid sequence, predict their binding affinity value. This is MHC class I binding data. (1) The peptide sequence is YSLLNRKAI. The MHC is HLA-A02:01 with pseudo-sequence HLA-A02:01. The binding affinity (normalized) is 0.0847. (2) The peptide sequence is HQKKNEISF. The MHC is HLA-B39:01 with pseudo-sequence HLA-B39:01. The binding affinity (normalized) is 0.0847. (3) The peptide sequence is NVQSLIKFI. The MHC is HLA-A02:06 with pseudo-sequence HLA-A02:06. The binding affinity (normalized) is 0.145. (4) The peptide sequence is SPRARRRSM. The MHC is HLA-B07:02 with pseudo-sequence HLA-B07:02. The binding affinity (normalized) is 1.00.